Dataset: Reaction yield outcomes from USPTO patents with 853,638 reactions. Task: Predict the reaction yield, written as a fraction of the theoretical maximum amount of product (1.0 means a 100% yield; for example, 0.34 means a 34% yield). The reactants are [C:1]([O:5][CH2:6][CH:7]1[CH:12]=[CH:11][N:10](C(=O)C(C)(C)C)[CH:9]=[C:8]1[CH:19]1[CH2:23][CH2:22][CH2:21][N:20]1[CH3:24])([CH3:4])([CH3:3])[CH3:2].[S]. The catalyst is C1(C)C=CC=CC=1. The product is [C:1]([O:5][CH2:6][C:7]1[CH:12]=[CH:11][N:10]=[CH:9][C:8]=1[CH:19]1[CH2:23][CH2:22][CH2:21][N:20]1[CH3:24])([CH3:4])([CH3:3])[CH3:2]. The yield is 0.540.